From a dataset of Full USPTO retrosynthesis dataset with 1.9M reactions from patents (1976-2016). Predict the reactants needed to synthesize the given product. (1) Given the product [NH2:9][C:10]1[C:15]([C:16]([NH:1][CH2:2][CH2:3][N:4]2[CH2:8][CH2:7][CH2:6][CH2:5]2)=[O:17])=[CH:14][C:13]([Br:19])=[CH:12][N:11]=1, predict the reactants needed to synthesize it. The reactants are: [NH2:1][CH2:2][CH2:3][N:4]1[CH2:8][CH2:7][CH2:6][CH2:5]1.[NH2:9][C:10]1[C:15]([C:16](O)=[O:17])=[CH:14][C:13]([Br:19])=[CH:12][N:11]=1.CCN(C(C)C)C(C)C.C(Cl)CCl.C1C=CC2N(O)N=NC=2C=1. (2) Given the product [F:29][C:28]([F:31])([F:30])[S:25]([O:11][CH2:10][C:9]([C:6]1[CH:5]=[CH:4][C:3]([CH:2]([F:1])[F:14])=[CH:8][N:7]=1)([F:13])[F:12])(=[O:26])=[O:24], predict the reactants needed to synthesize it. The reactants are: [F:1][CH:2]([F:14])[C:3]1[CH:4]=[CH:5][C:6]([C:9]([F:13])([F:12])[CH2:10][OH:11])=[N:7][CH:8]=1.CCN(C(C)C)C(C)C.[O:24](S(C(F)(F)F)(=O)=O)[S:25]([C:28]([F:31])([F:30])[F:29])(=O)=[O:26]. (3) Given the product [S:15]1[C:14]2[C:2]3[CH:3]=[C:4]([C:5]#[N:6])[CH:7]=[CH:8][C:9]=3[O:10][CH2:11][CH2:12][C:13]=2[CH:17]=[CH:16]1, predict the reactants needed to synthesize it. The reactants are: Br[C:2]1[CH:3]=[C:4]([CH:7]=[CH:8][C:9]=1[O:10][CH2:11][CH2:12][C:13]1[CH:17]=[CH:16][S:15][CH:14]=1)[C:5]#[N:6].C1(P(C2C=CC=CC=2)C2C=CC=CC=2)C=CC=CC=1.C(=O)([O-])[O-].[K+].[K+]. (4) Given the product [C:10]([O:9][C@H:2]1[CH2:3][NH:4][C@H:5]([C:6]([OH:8])=[O:7])[CH2:1]1)(=[O:12])[CH3:11], predict the reactants needed to synthesize it. The reactants are: [CH2:1]1[C@@H:5]([C:6]([OH:8])=[O:7])[NH:4][CH2:3][C@@H:2]1[OH:9].[C:10](O)(=[O:12])[CH3:11].C(Cl)(=O)C.CCOCC. (5) Given the product [Br:42][CH2:17][CH2:16][CH:15]([C:3]1[S:4][C:5]2[CH:10]=[C:9]([C:11]([F:14])([F:13])[F:12])[CH:8]=[CH:7][C:6]=2[C:2]=1[CH3:1])[CH2:19][CH2:20][CH3:21], predict the reactants needed to synthesize it. The reactants are: [CH3:1][C:2]1[C:6]2[CH:7]=[CH:8][C:9]([C:11]([F:14])([F:13])[F:12])=[CH:10][C:5]=2[S:4][C:3]=1[CH:15]([CH2:19][CH2:20][CH3:21])[CH2:16][CH2:17]O.C1(P(C2C=CC=CC=2)C2C=CC=CC=2)C=CC=CC=1.C(Br)(Br)(Br)[Br:42]. (6) Given the product [CH3:1][O:2][C:3]1[CH:16]=[CH:15][C:6]([CH2:7][C@H:8]([CH:12]([CH3:14])[CH3:13])[CH2:9][CH:10]=[O:34])=[CH:5][C:4]=1[O:17][CH2:18][CH2:19][CH2:20][O:21][CH3:22], predict the reactants needed to synthesize it. The reactants are: [CH3:1][O:2][C:3]1[CH:16]=[CH:15][C:6]([CH2:7][C@H:8]([CH:12]([CH3:14])[CH3:13])[CH2:9][C:10]#N)=[CH:5][C:4]=1[O:17][CH2:18][CH2:19][CH2:20][O:21][CH3:22].CC(C[AlH]CC(C)C)C.[NH4+].[Cl-].[OH:34]S(O)(=O)=O. (7) The reactants are: [NH2:1][N:2]1[N:11]=[C:10]([N:12]2[CH2:17][CH:16]([CH3:18])[O:15][CH:14]([CH3:19])[CH2:13]2)[C:9]2[C:4](=[CH:5][CH:6]=[CH:7][CH:8]=2)[C:3]1=[O:20].[Cl:21][C:22]1[CH:27]=[CH:26][C:25]([CH2:28][C:29](Cl)=[O:30])=[CH:24][CH:23]=1. Given the product [Cl:21][C:22]1[CH:27]=[CH:26][C:25]([CH2:28][C:29]([NH:1][N:2]2[N:11]=[C:10]([N:12]3[CH2:13][CH:14]([CH3:19])[O:15][CH:16]([CH3:18])[CH2:17]3)[C:9]3[C:4](=[CH:5][CH:6]=[CH:7][CH:8]=3)[C:3]2=[O:20])=[O:30])=[CH:24][CH:23]=1, predict the reactants needed to synthesize it. (8) Given the product [C:1]([O:5][C:6]([N:8]([CH3:27])[C@H:9]([CH2:18][O:19][C:20]([O:22][C:23]([CH3:26])([CH3:25])[CH3:24])=[O:21])[CH2:10][C:11]([F:17])([F:16])[C:12]([O:14][CH3:15])=[O:13])=[O:7])([CH3:4])([CH3:3])[CH3:2], predict the reactants needed to synthesize it. The reactants are: [C:1]([O:5][C:6]([NH:8][C@H:9]([CH2:18][O:19][C:20]([O:22][C:23]([CH3:26])([CH3:25])[CH3:24])=[O:21])[CH2:10][C:11]([F:17])([F:16])[C:12]([O:14][CH3:15])=[O:13])=[O:7])([CH3:4])([CH3:3])[CH3:2].[CH3:27]I.[H-].[Na+]. (9) Given the product [Br:22][C:19]1[N:17]2[N:18]=[C:13]([N:10]3[CH2:11][CH2:12][C@H:8]([NH:7][CH3:6])[CH2:9]3)[CH:14]=[CH:15][C:16]2=[N:21][CH:20]=1, predict the reactants needed to synthesize it. The reactants are: C(O[C:6](=O)[NH:7][C@H:8]1[CH2:12][CH2:11][N:10]([C:13]2[CH:14]=[CH:15][C:16]3[N:17]([C:19]([Br:22])=[CH:20][N:21]=3)[N:18]=2)[CH2:9]1)(C)(C)C.IC.[H-].[Na+].